From a dataset of Retrosynthesis with 50K atom-mapped reactions and 10 reaction types from USPTO. Predict the reactants needed to synthesize the given product. (1) Given the product COC(=O)c1ccc(OCCN(C(=O)C=CCOCCN2CCCC2)c2cc3ccccc3o2)cc1, predict the reactants needed to synthesize it. The reactants are: COC(=O)c1ccc(OCCN(C(=O)C=CCBr)c2cc3ccccc3o2)cc1.OCCN1CCCC1. (2) Given the product Cc1cc(Nc2ncnc3ccn(CCNC(=O)C(C)(C)C)c23)ccc1Oc1cccc2sncc12, predict the reactants needed to synthesize it. The reactants are: CC(C)(C)C(=O)OC(=O)C(C)(C)C.Cc1cc(Nc2ncnc3ccn(CCN)c23)ccc1Oc1cccc2sncc12. (3) Given the product COc1cc2c(cc1OC)CC(c1ccccc1)NC2, predict the reactants needed to synthesize it. The reactants are: C=O.COc1ccc(CC(N)c2ccccc2)cc1OC. (4) Given the product CCN1CCc2ccc(Nc3ncc(C)c(Nc4ccccc4C(=O)NC)n3)cc2CC1, predict the reactants needed to synthesize it. The reactants are: CCN1CCc2ccc(N)cc2CC1.CNC(=O)c1ccccc1Nc1nc(Cl)ncc1C. (5) Given the product Clc1ccc(C#Cc2ccc(Cl)cc2Cl)cc1, predict the reactants needed to synthesize it. The reactants are: C#Cc1ccc(Cl)cc1.Clc1ccc(I)c(Cl)c1. (6) Given the product CCN(CC)Cc1ccc(-c2nnc(Cl)c3cc(OC)ccc23)cc1, predict the reactants needed to synthesize it. The reactants are: CCNCC.COc1ccc2c(-c3ccc(CCl)cc3)nnc(Cl)c2c1. (7) Given the product CCc1ccc2c(c1Cl)CC[C@]1(C)CN(Cc3ccccc3)C[C@@H]21, predict the reactants needed to synthesize it. The reactants are: C=Cc1ccc2c(c1Cl)CC[C@]1(C)CN(Cc3ccccc3)C[C@@H]21.